From a dataset of Reaction yield outcomes from USPTO patents with 853,638 reactions. Predict the reaction yield, written as a fraction of the theoretical maximum amount of product (1.0 means a 100% yield; for example, 0.34 means a 34% yield). (1) The reactants are [CH2:1]([C@@H:3]([C:9]1[CH:14]=[CH:13][CH:12]=[C:11]([O:15][CH3:16])[CH:10]=1)[C@@H:4]([CH3:8])[C:5](O)=[O:6])[CH3:2].C(Cl)(=O)C(Cl)=O.Cl.[CH3:24][NH:25][CH3:26].C(N(CC)CC)C.Cl. The catalyst is ClCCl. The product is [CH2:1]([C@@H:3]([C:9]1[CH:14]=[CH:13][CH:12]=[C:11]([O:15][CH3:16])[CH:10]=1)[C@@H:4]([CH3:8])[C:5]([N:25]([CH3:26])[CH3:24])=[O:6])[CH3:2]. The yield is 0.920. (2) The reactants are Br[CH2:2][CH2:3][CH2:4][CH2:5][C:6]#[N:7].[C:8]1(=[O:18])[NH:12][C:11](=[O:13])[C:10]2=[CH:14][CH:15]=[CH:16][CH:17]=[C:9]12.[K]. The catalyst is CN(C=O)C. The product is [O:13]=[C:11]1[C:10]2[C:9](=[CH:17][CH:16]=[CH:15][CH:14]=2)[C:8](=[O:18])[N:12]1[CH2:2][CH2:3][CH2:4][CH2:5][C:6]#[N:7]. The yield is 1.00. (3) The reactants are [CH2:1]([N:8]1[C:12]([NH2:13])=[CH:11][N:10]=[N:9]1)[C:2]1[CH:7]=[CH:6][CH:5]=[CH:4][CH:3]=1.[O:14]1[CH2:19][CH2:18][CH2:17][CH2:16][CH2:15]1.O1C=CC(=O)C=C1.C(O[BH-](OC(=O)C)OC(=O)C)(=O)C.[Na+]. The catalyst is C(O)(=O)C. The product is [CH2:1]([N:8]1[C:12]([NH:13][CH:17]2[CH2:18][CH2:19][O:14][CH2:15][CH2:16]2)=[CH:11][N:10]=[N:9]1)[C:2]1[CH:7]=[CH:6][CH:5]=[CH:4][CH:3]=1. The yield is 0.460. (4) The catalyst is CCOC(C)=O.[Pd]. The reactants are [CH2:1]([O:3][C:4]1[CH:9]=[CH:8][C:7]([N+:10]([O-])=O)=[C:6]([CH3:13])[CH:5]=1)[CH3:2].CO. The yield is 0.920. The product is [CH2:1]([O:3][C:4]1[CH:9]=[CH:8][C:7]([NH2:10])=[C:6]([CH3:13])[CH:5]=1)[CH3:2]. (5) The reactants are C(OC([N:7]1[CH2:12][CH:11]=[C:10]([C:13]2[C:14]([C:25]3[CH:30]=[CH:29][N:28]=[C:27]([NH:31][C@H:32]([C:34]4[CH:39]=[CH:38][CH:37]=[CH:36][CH:35]=4)[CH3:33])[CH:26]=3)=[C:15]([C:18]3[CH:23]=[CH:22][C:21]([F:24])=[CH:20][CH:19]=3)[NH:16][CH:17]=2)[CH2:9][CH2:8]1)=O)C=C.O1CCOCC1.N1CCCC1. The catalyst is O. The product is [F:24][C:21]1[CH:20]=[CH:19][C:18]([C:15]2[NH:16][CH:17]=[C:13]([C:10]3[CH2:11][CH2:12][NH:7][CH2:8][CH:9]=3)[C:14]=2[C:25]2[CH:30]=[CH:29][N:28]=[C:27]([NH:31][C@H:32]([C:34]3[CH:39]=[CH:38][CH:37]=[CH:36][CH:35]=3)[CH3:33])[CH:26]=2)=[CH:23][CH:22]=1. The yield is 0.210. (6) The reactants are [NH2:1][C:2]1[S:3][C:4]([CH2:7][CH3:8])=[N:5][N:6]=1.[C:9]([NH:12][C:13]1[CH:22]=[CH:21][C:16]([S:17](Cl)(=[O:19])=[O:18])=[CH:15][CH:14]=1)(=[O:11])[CH3:10].Cl. The catalyst is N1C=CC=CC=1. The product is [CH2:7]([C:4]1[S:3][C:2]([NH:1][S:17]([C:16]2[CH:15]=[CH:14][C:13]([NH:12][C:9](=[O:11])[CH3:10])=[CH:22][CH:21]=2)(=[O:19])=[O:18])=[N:6][N:5]=1)[CH3:8]. The yield is 0.700.